The task is: Predict the reactants needed to synthesize the given product.. This data is from Full USPTO retrosynthesis dataset with 1.9M reactions from patents (1976-2016). (1) Given the product [CH3:32][S:33]([O:22][CH:20]([C:18]1[S:17][N:16]=[C:15]([C:12]2[S:11][C:10]([O:9][C:8]3[CH:23]=[CH:24][C:5]([O:4][CH:1]([CH3:2])[CH3:3])=[CH:6][CH:7]=3)=[N:14][CH:13]=2)[N:19]=1)[CH3:21])(=[O:35])=[O:34], predict the reactants needed to synthesize it. The reactants are: [CH:1]([O:4][C:5]1[CH:24]=[CH:23][C:8]([O:9][C:10]2[S:11][C:12]([C:15]3[N:19]=[C:18]([CH:20]([OH:22])[CH3:21])[S:17][N:16]=3)=[CH:13][N:14]=2)=[CH:7][CH:6]=1)([CH3:3])[CH3:2].C(N(CC)CC)C.[CH3:32][S:33](Cl)(=[O:35])=[O:34]. (2) Given the product [C:22]([C:21]1[CH:20]=[C:19]([C:24](=[O:34])[NH:25][CH2:26][C:27]2[CH:32]=[CH:31][CH:30]=[C:29]([OH:33])[CH:28]=2)[S:18][C:17]=1[C:15]([NH:14][C@@H:4]([CH2:5][NH:6][C:7]([C:9]1[S:10][CH:11]=[CH:12][CH:13]=1)=[O:8])[C:3]([OH:35])=[O:2])=[O:16])#[N:23], predict the reactants needed to synthesize it. The reactants are: C[O:2][C:3](=[O:35])[C@@H:4]([NH:14][C:15]([C:17]1[S:18][C:19]([C:24](=[O:34])[NH:25][CH2:26][C:27]2[CH:32]=[CH:31][CH:30]=[C:29]([OH:33])[CH:28]=2)=[CH:20][C:21]=1[C:22]#[N:23])=[O:16])[CH2:5][NH:6][C:7]([C:9]1[S:10][CH:11]=[CH:12][CH:13]=1)=[O:8].O.[OH-].[Li+].Cl. (3) Given the product [Br:1][C:2]1[CH:7]=[CH:6][C:5]([C@@H:8]2[CH2:12][CH2:11][C@H:10]([NH:24][C@@H:22]([C:19]3[CH:20]=[CH:21][C:16]([F:15])=[C:17]([O:25][CH3:26])[CH:18]=3)[CH3:23])[CH2:9]2)=[CH:4][CH:3]=1, predict the reactants needed to synthesize it. The reactants are: [Br:1][C:2]1[CH:7]=[CH:6][C:5]([C@@H:8]2[CH2:12][CH2:11][C:10](=O)[CH2:9]2)=[CH:4][CH:3]=1.Cl.[F:15][C:16]1[CH:21]=[CH:20][C:19]([C@H:22]([NH2:24])[CH3:23])=[CH:18][C:17]=1[O:25][CH3:26]. (4) Given the product [CH3:71][CH2:72][CH2:73][CH2:74][CH2:75][CH2:76][CH2:77][CH2:78][CH2:79][CH2:80][CH2:81][CH2:82][O:83][S:84]([O-:87])(=[O:86])=[O:85].[Na+:58], predict the reactants needed to synthesize it. The reactants are: CCN(C1C=CC(C(C2C=CC(NC3C=CC(OCC)=CC=3)=CC=2)=C2C=CC(=[N+](CC3C=CC=C(S([O-])(=O)=O)C=3)CC)C=C2)=CC=1)CC1C=CC=C(S(O)(=O)=O)C=1.[Na+:58].C1N(CCS(O)(=O)=O)CCOC1.[CH3:71][CH2:72][CH2:73][CH2:74][CH2:75][CH2:76][CH2:77][CH2:78][CH2:79][CH2:80][CH2:81][CH2:82][O:83][S:84]([O-:87])(=[O:86])=[O:85].[Na+]. (5) Given the product [C:1]([O:5][C:6]([N:8]1[CH2:12][C@:11]([OH:19])([CH2:13][N:32]2[CH2:37][CH2:36][O:35][CH2:34][CH2:33]2)[CH2:10][C@H:9]1[C:20](=[O:31])[NH:21][CH2:22][C:23]1[CH:28]=[CH:27][CH:26]=[C:25]([Cl:29])[C:24]=1[F:30])=[O:7])([CH3:2])([CH3:3])[CH3:4], predict the reactants needed to synthesize it. The reactants are: [C:1]([O:5][C:6]([N:8]1[CH2:12][C@:11]([OH:19])([CH2:13]OS(C)(=O)=O)[CH2:10][C@H:9]1[C:20](=[O:31])[NH:21][CH2:22][C:23]1[CH:28]=[CH:27][CH:26]=[C:25]([Cl:29])[C:24]=1[F:30])=[O:7])([CH3:4])([CH3:3])[CH3:2].[NH:32]1[CH2:37][CH2:36][O:35][CH2:34][CH2:33]1. (6) Given the product [F:1][C:2]1[C:3]([F:19])=[C:4]([F:18])[C:5]([F:17])=[C:6]([F:16])[C:7]=1[C:8]([C:10](=[CH:20][NH:40][CH:37]1[CH2:39][CH2:38]1)[C:11]([O:13][CH2:14][CH3:15])=[O:12])=[O:9], predict the reactants needed to synthesize it. The reactants are: [F:1][C:2]1[C:7]([C:8]([CH2:10][C:11]([O:13][CH2:14][CH3:15])=[O:12])=[O:9])=[C:6]([F:16])[C:5]([F:17])=[C:4]([F:18])[C:3]=1[F:19].[CH3:20]C(OC(C)=O)=O.C(OCC)(OCC)OCC.[CH:37]1([NH2:40])[CH2:39][CH2:38]1.